From a dataset of Full USPTO retrosynthesis dataset with 1.9M reactions from patents (1976-2016). Predict the reactants needed to synthesize the given product. (1) Given the product [OH:7][NH:8][C:9](=[O:10])/[CH:11]=[CH:12]/[C:13]1[CH:14]=[CH:15][CH:16]=[C:17](/[CH:32]=[CH:33]/[C:28](=[O:53])[N:43]2[CH2:44][C@H:45]([CH3:48])[N:46]([CH3:47])[C@H:41]([CH3:40])[CH2:42]2)[CH:18]=1, predict the reactants needed to synthesize it. The reactants are: O1CCCCC1[O:7][NH:8][C:9](/[CH:11]=[CH:12]/[C:13]1[CH:18]=[CH:17][CH:16]=[CH:15][C:14]=1C=CC(O)=O)=[O:10].C(Cl)CCl.[CH:28]1C=CC2N(O)N=N[C:32]=2[CH:33]=1.Cl.Cl.[CH3:40][C@H:41]1[N:46]([CH3:47])[C@@H:45]([CH3:48])[CH2:44][NH:43][CH2:42]1.CN(C=[O:53])C. (2) The reactants are: [CH:1]([NH:4][C:5](=[O:26])[O:6][CH:7]1[CH2:14][CH:13]2[CH:9]([CH2:10][CH:11]([NH:15][CH2:16][C:17]([N:19]3[CH2:23][CH2:22][CH2:21][CH:20]3[C:24]#[N:25])=[O:18])[CH2:12]2)[CH2:8]1)([CH3:3])[CH3:2].C(=O)([O-])[O-].[K+].[K+].[C:33](O[C:33]([O:35][C:36]([CH3:39])([CH3:38])[CH3:37])=[O:34])([O:35][C:36]([CH3:39])([CH3:38])[CH3:37])=[O:34].O. Given the product [CH:1]([NH:4][C:5](=[O:26])[O:6][CH:7]1[CH2:8][CH:9]2[CH:13]([CH2:12][CH:11]([N:15]([C:33]([O:35][C:36]([CH3:39])([CH3:38])[CH3:37])=[O:34])[CH2:16][C:17]([N:19]3[CH2:23][CH2:22][CH2:21][CH:20]3[C:24]#[N:25])=[O:18])[CH2:10]2)[CH2:14]1)([CH3:3])[CH3:2], predict the reactants needed to synthesize it.